Dataset: Peptide-MHC class I binding affinity with 185,985 pairs from IEDB/IMGT. Task: Regression. Given a peptide amino acid sequence and an MHC pseudo amino acid sequence, predict their binding affinity value. This is MHC class I binding data. The peptide sequence is RGKLKRRAI. The MHC is HLA-B51:01 with pseudo-sequence HLA-B51:01. The binding affinity (normalized) is 0.0956.